Predict which catalyst facilitates the given reaction. From a dataset of Catalyst prediction with 721,799 reactions and 888 catalyst types from USPTO. Reactant: [NH:1]1[C:9]2[C:4](=[C:5]([C:10]3[CH:18]=[C:17]4[C:13]([CH:14]=[N:15][NH:16]4)=[C:12]([C:19]4[O:20][C:21]([CH2:24][N:25]5[CH2:30][CH2:29][N:28]([CH:31]([CH3:33])[CH3:32])[CH2:27][CH2:26]5)=[CH:22][N:23]=4)[CH:11]=3)[CH:6]=[CH:7][CH:8]=2)[CH:3]=[CH:2]1.[ClH:34].O1CCOCC1. Product: [ClH:34].[ClH:34].[NH:1]1[C:9]2[C:4](=[C:5]([C:10]3[CH:18]=[C:17]4[C:13]([CH:14]=[N:15][NH:16]4)=[C:12]([C:19]4[O:20][C:21]([CH2:24][N:25]5[CH2:26][CH2:27][N:28]([CH:31]([CH3:33])[CH3:32])[CH2:29][CH2:30]5)=[CH:22][N:23]=4)[CH:11]=3)[CH:6]=[CH:7][CH:8]=2)[CH:3]=[CH:2]1. The catalyst class is: 7.